Dataset: Reaction yield outcomes from USPTO patents with 853,638 reactions. Task: Predict the reaction yield, written as a fraction of the theoretical maximum amount of product (1.0 means a 100% yield; for example, 0.34 means a 34% yield). (1) The catalyst is CN(C=O)C.C(C1OC1)Br. The yield is 0.830. The reactants are [CH3:1][C:2]1[CH:3]=[CH:4][C:5]([N+:9]([O-:11])=[O:10])=[C:6]([OH:8])[CH:7]=1.C(=O)([O-])[O-].[K+].[K+].C[CH2:19][O:20][CH2:21][CH3:22]. The product is [CH3:1][C:2]1[CH:3]=[CH:4][C:5]([N+:9]([O-:11])=[O:10])=[C:6]([CH:7]=1)[O:8][CH2:22][CH:21]1[CH2:19][O:20]1. (2) The reactants are Br[C:2]1[CH:3]=[C:4]([CH:9]=[C:10]([O:13][CH3:14])[C:11]=1[Cl:12])[C:5]([O:7][CH3:8])=[O:6].[C:15]([Si](C(C)C)(C(C)C)C(C)C)#[CH:16].C(N(CC)CC)C. The product is [Cl:12][C:11]1[C:10]([O:13][CH3:14])=[CH:9][C:4]([C:5]([O:7][CH3:8])=[O:6])=[CH:3][C:2]=1[C:15]#[CH:16]. The catalyst is C1COCC1.[Cu]I.Cl[Pd](Cl)([P](C1C=CC=CC=1)(C1C=CC=CC=1)C1C=CC=CC=1)[P](C1C=CC=CC=1)(C1C=CC=CC=1)C1C=CC=CC=1. The yield is 0.384.